Task: Predict which catalyst facilitates the given reaction.. Dataset: Catalyst prediction with 721,799 reactions and 888 catalyst types from USPTO (1) Reactant: Cl[C:2]1[CH:3]=[C:4]([C:14]([NH:16][CH2:17][C:18]2[C:19](=[O:26])[NH:20][C:21]([CH3:25])=[CH:22][C:23]=2[CH3:24])=[O:15])[C:5]2[CH:10]=[N:9][N:8]([CH:11]([CH3:13])[CH3:12])[C:6]=2[N:7]=1.[N:27]1[CH:32]=[CH:31][C:30]([CH2:33][NH2:34])=[CH:29][CH:28]=1. Product: [CH3:24][C:23]1[CH:22]=[C:21]([CH3:25])[NH:20][C:19](=[O:26])[C:18]=1[CH2:17][NH:16][C:14]([C:4]1[C:5]2[CH:10]=[N:9][N:8]([CH:11]([CH3:13])[CH3:12])[C:6]=2[N:7]=[C:2]([NH:34][CH2:33][C:30]2[CH:31]=[CH:32][N:27]=[CH:28][CH:29]=2)[CH:3]=1)=[O:15]. The catalyst class is: 14. (2) Reactant: [CH3:1][N:2]1[C:8]2[CH:9]=[CH:10][CH:11]=[CH:12][C:7]=2[C:6](=O)[NH:5][CH2:4][C:3]1=[O:14].N1C=CC=CC=1.FC(F)(F)S(OS(C(F)(F)F)(=O)=O)(=O)=O.[CH2:36]([SH:38])[CH3:37]. Product: [CH2:36]([S:38][C:6]1[C:7]2[CH:12]=[CH:11][CH:10]=[CH:9][C:8]=2[N:2]([CH3:1])[C:3](=[O:14])[CH2:4][N:5]=1)[CH3:37]. The catalyst class is: 4.